This data is from NCI-60 drug combinations with 297,098 pairs across 59 cell lines. The task is: Regression. Given two drug SMILES strings and cell line genomic features, predict the synergy score measuring deviation from expected non-interaction effect. Synergy scores: CSS=45.1, Synergy_ZIP=0.911, Synergy_Bliss=1.39, Synergy_Loewe=-1.09, Synergy_HSA=1.87. Drug 2: CC1C(C(CC(O1)OC2CC(CC3=C2C(=C4C(=C3O)C(=O)C5=C(C4=O)C(=CC=C5)OC)O)(C(=O)CO)O)N)O.Cl. Cell line: SK-MEL-28. Drug 1: C(CN)CNCCSP(=O)(O)O.